This data is from Forward reaction prediction with 1.9M reactions from USPTO patents (1976-2016). The task is: Predict the product of the given reaction. (1) Given the reactants [C:1]1([CH3:21])[CH:6]=[C:5]([CH3:7])[CH:4]=[C:3]([CH3:8])[C:2]=1[NH:9][C:10]1[S:11][C:12]2[C:18]([NH2:19])=[CH:17][C:16]([CH3:20])=[CH:15][C:13]=2[N:14]=1.[CH:22](=O)[CH2:23][CH3:24].C(O[BH-](O[C:36](=O)[CH3:37])OC(=O)C)(=O)C.[Na+].[CH3:40]C(O)=O, predict the reaction product. The product is: [C:1]1([CH3:21])[CH:6]=[C:5]([CH3:7])[CH:4]=[C:3]([CH3:8])[C:2]=1[NH:9][C:10]1[S:11][C:12]2[C:18]([N:19]([CH2:40][CH2:36][CH3:37])[CH2:22][CH2:23][CH3:24])=[CH:17][C:16]([CH3:20])=[CH:15][C:13]=2[N:14]=1. (2) Given the reactants [Cl:1][C:2]1[CH:3]=[CH:4][C:5]2[NH:11][C:10]3[CH:12]=[CH:13][CH:14]=[CH:15][C:9]=3[C:8](Cl)=[N:7][C:6]=2[CH:17]=1.[CH3:18][N:19]1[CH2:24][CH2:23][NH:22][CH2:21][CH2:20]1.C(N(C(C)C)CC)(C)C, predict the reaction product. The product is: [Cl:1][C:2]1[CH:3]=[CH:4][C:5]2[NH:11][C:10]3[CH:12]=[CH:13][CH:14]=[CH:15][C:9]=3[C:8]([N:22]3[CH2:23][CH2:24][N:19]([CH3:18])[CH2:20][CH2:21]3)=[N:7][C:6]=2[CH:17]=1. (3) Given the reactants [NH2:1][C:2]1[CH:3]=[C:4]([C:9]2[N:10]=[CH:11][C:12]3[CH:13]=[CH:14][C:15]4[C:21]5[C:22](=[O:25])[CH2:23][CH2:24][C:20]=5[NH:19][C:16]=4[C:17]=3[CH:18]=2)[CH:5]=[CH:6][C:7]=1F.[C:26](Cl)([CH:28]=[CH2:29])=[O:27].C([O-])(O)=O.[Na+], predict the reaction product. The product is: [O:25]=[C:22]1[C:21]2[C:15]3[CH:14]=[CH:13][C:12]4[CH:11]=[N:10][C:9]([C:4]5[CH:3]=[C:2]([NH:1][C:26](=[O:27])[CH:28]=[CH2:29])[CH:7]=[CH:6][CH:5]=5)=[CH:18][C:17]=4[C:16]=3[NH:19][C:20]=2[CH2:24][CH2:23]1. (4) Given the reactants [Br:1][CH2:2][CH2:3][CH2:4][CH2:5][CH2:6][CH2:7][CH2:8][CH2:9][CH2:10]Br.[N:12]1[CH:17]=[CH:16][CH:15]=[CH:14][CH:13]=1, predict the reaction product. The product is: [Br-:1].[Br-:1].[CH2:2]([N+:12]1[CH:17]=[CH:16][CH:15]=[CH:14][CH:13]=1)[CH2:3][CH2:4][CH2:5][CH2:6][CH2:7][CH2:8][CH2:9][CH2:10][N+:12]1[CH:17]=[CH:16][CH:15]=[CH:14][CH:13]=1. (5) Given the reactants Cl[C:2]1[CH:7]=[C:6]([O:8][C:9]2[C:18]3[C:13](=[CH:14][CH:15]=[CH:16][CH:17]=3)[C:12]([NH:19][C:20](=[O:26])[O:21][C:22]([CH3:25])([CH3:24])[CH3:23])=[CH:11][CH:10]=2)[CH:5]=[CH:4][N:3]=1.[NH2:27][C:28]1[CH:33]=[CH:32][C:31]([P:34]([CH2:39][CH3:40])(=[O:38])[O:35][CH2:36][CH3:37])=[C:30]([O:41][CH3:42])[CH:29]=1.C(=O)([O-])[O-].[K+].[K+].CC(C1C=C(C(C)C)C(C2C(P(C3CCCCC3)C3CCCCC3)=C(OC)C=CC=2OC)=C(C(C)C)C=1)C, predict the reaction product. The product is: [CH2:36]([O:35][P:34]([C:31]1[CH:32]=[CH:33][C:28]([NH:27][C:2]2[CH:7]=[C:6]([O:8][C:9]3[C:18]4[C:13](=[CH:14][CH:15]=[CH:16][CH:17]=4)[C:12]([NH:19][C:20](=[O:26])[O:21][C:22]([CH3:25])([CH3:24])[CH3:23])=[CH:11][CH:10]=3)[CH:5]=[CH:4][N:3]=2)=[CH:29][C:30]=1[O:41][CH3:42])([CH2:39][CH3:40])=[O:38])[CH3:37]. (6) Given the reactants [H-].[Na+].[CH:3]1([N:7]2[CH2:13][CH2:12][C:11]3[CH:14]=[C:15]([OH:18])[CH:16]=[CH:17][C:10]=3[CH2:9][CH2:8]2)[CH2:6][CH2:5][CH2:4]1.Br[C:20]1[CH:21]=[N:22][C:23]([N:26]2[CH2:31][CH2:30][CH2:29][CH2:28][CH2:27]2)=[N:24][CH:25]=1, predict the reaction product. The product is: [CH:3]1([N:7]2[CH2:8][CH2:9][C:10]3[CH:17]=[CH:16][C:15]([O:18][C:20]4[CH:25]=[N:24][C:23]([N:26]5[CH2:27][CH2:28][CH2:29][CH2:30][CH2:31]5)=[N:22][CH:21]=4)=[CH:14][C:11]=3[CH2:12][CH2:13]2)[CH2:6][CH2:5][CH2:4]1.